Dataset: Catalyst prediction with 721,799 reactions and 888 catalyst types from USPTO. Task: Predict which catalyst facilitates the given reaction. (1) Reactant: [H-].[Na+].[I-].[CH3:4][S+](C)(C)=O.[F:9][C:10]1[CH:18]=[CH:17][C:16]2[C:12](=[CH:13][N:14]([CH3:19])[N:15]=2)[C:11]=1/[CH:20]=[CH:21]/[C:22]([O:24][CH2:25][CH3:26])=[O:23].O. Product: [F:9][C:10]1[CH:18]=[CH:17][C:16]2[C:12](=[CH:13][N:14]([CH3:19])[N:15]=2)[C:11]=1[C@@H:20]1[CH2:4][C@H:21]1[C:22]([O:24][CH2:25][CH3:26])=[O:23]. The catalyst class is: 16. (2) The catalyst class is: 6. Product: [CH3:18][O:19][C:20]1[CH:25]=[CH:24][CH:23]=[CH:22][C:21]=1[N:26]1[CH:30]=[CH:29][C:28]([O:31][CH2:2][C:3]2[C:8]([CH2:9][CH3:10])=[CH:7][CH:6]=[CH:5][C:4]=2[N:11]2[C:15](=[O:16])[N:14]([CH3:17])[N:13]=[N:12]2)=[N:27]1. Reactant: Br[CH2:2][C:3]1[C:8]([CH2:9][CH3:10])=[CH:7][CH:6]=[CH:5][C:4]=1[N:11]1[C:15](=[O:16])[N:14]([CH3:17])[N:13]=[N:12]1.[CH3:18][O:19][C:20]1[CH:25]=[CH:24][CH:23]=[CH:22][C:21]=1[N:26]1[CH:30]=[CH:29][C:28]([OH:31])=[N:27]1.C(=O)([O-])[O-].[K+].[K+].C(#N)C. (3) Reactant: [OH-].[Li+].CC#N.[O:6]=[C:7]1[NH:11][C@H:10]2[CH2:12][S:13][C@@H:14]([CH2:16][CH2:17][CH2:18][C:19]([O:21]CC(CO)(C)CO)=[O:20])[CH2:15][C@H:9]2[O:8]1.Cl. Product: [O:6]=[C:7]1[NH:11][C@H:10]2[CH2:12][S:13][C@@H:14]([CH2:16][CH2:17][CH2:18][C:19]([OH:21])=[O:20])[CH2:15][C@H:9]2[O:8]1. The catalyst class is: 5. (4) Reactant: [N-:1]=[N+:2]=[N-:3].[Na+].[N+:5]([C:8]1[CH:13]=[CH:12][C:11]([N:14]2[CH:18]=[C:17]([CH2:19]OS(C)(=O)=O)[N:16]=[N:15]2)=[CH:10][CH:9]=1)([O-:7])=[O:6].[N+](C1C=CC(N2C(COS(C)(=O)=O)=CN=N2)=CC=1)([O-])=O. Product: [N:1]([CH2:19][C:17]1[N:16]=[N:15][N:14]([C:11]2[CH:10]=[CH:9][C:8]([N+:5]([O-:7])=[O:6])=[CH:13][CH:12]=2)[CH:18]=1)=[N+:2]=[N-:3]. The catalyst class is: 39.